From a dataset of NCI-60 drug combinations with 297,098 pairs across 59 cell lines. Regression. Given two drug SMILES strings and cell line genomic features, predict the synergy score measuring deviation from expected non-interaction effect. (1) Drug 1: C1CC(=O)NC(=O)C1N2CC3=C(C2=O)C=CC=C3N. Drug 2: C1CCC(C(C1)N)N.C(=O)(C(=O)[O-])[O-].[Pt+4]. Cell line: SK-MEL-5. Synergy scores: CSS=4.38, Synergy_ZIP=-2.86, Synergy_Bliss=-1.48, Synergy_Loewe=-10.1, Synergy_HSA=-2.15. (2) Drug 1: CCC1=C2CN3C(=CC4=C(C3=O)COC(=O)C4(CC)O)C2=NC5=C1C=C(C=C5)O. Drug 2: CN(CC1=CN=C2C(=N1)C(=NC(=N2)N)N)C3=CC=C(C=C3)C(=O)NC(CCC(=O)O)C(=O)O. Cell line: OVCAR3. Synergy scores: CSS=53.6, Synergy_ZIP=-3.67, Synergy_Bliss=2.02, Synergy_Loewe=-1.07, Synergy_HSA=-0.208. (3) Drug 1: CC1OCC2C(O1)C(C(C(O2)OC3C4COC(=O)C4C(C5=CC6=C(C=C35)OCO6)C7=CC(=C(C(=C7)OC)O)OC)O)O. Drug 2: CCC(=C(C1=CC=CC=C1)C2=CC=C(C=C2)OCCN(C)C)C3=CC=CC=C3.C(C(=O)O)C(CC(=O)O)(C(=O)O)O. Cell line: 786-0. Synergy scores: CSS=22.6, Synergy_ZIP=0.279, Synergy_Bliss=3.36, Synergy_Loewe=-1.79, Synergy_HSA=5.29. (4) Drug 1: CNC(=O)C1=CC=CC=C1SC2=CC3=C(C=C2)C(=NN3)C=CC4=CC=CC=N4. Drug 2: C1=C(C(=O)NC(=O)N1)N(CCCl)CCCl. Cell line: SW-620. Synergy scores: CSS=31.9, Synergy_ZIP=1.00, Synergy_Bliss=0.0409, Synergy_Loewe=-2.77, Synergy_HSA=-1.20. (5) Drug 1: CN1C(=O)N2C=NC(=C2N=N1)C(=O)N. Synergy scores: CSS=8.72, Synergy_ZIP=-2.36, Synergy_Bliss=-0.573, Synergy_Loewe=0.205, Synergy_HSA=0.0407. Drug 2: CN(C(=O)NC(C=O)C(C(C(CO)O)O)O)N=O. Cell line: U251.